Dataset: Forward reaction prediction with 1.9M reactions from USPTO patents (1976-2016). Task: Predict the product of the given reaction. (1) Given the reactants C1COCC1.[N:6]1[CH:11]=[CH:10][CH:9]=[C:8]([CH:12]=[N:13][OH:14])[CH:7]=1.ClN1C(=O)CCC1=O.[CH3:23][Si:24]([CH3:32])([CH3:31])[C:25]#[C:26][Si:27]([CH3:30])([CH3:29])[CH3:28], predict the reaction product. The product is: [CH3:23][Si:24]([CH3:32])([CH3:31])[C:25]1[C:12]([C:8]2[CH:7]=[N:6][CH:11]=[CH:10][CH:9]=2)=[N:13][O:14][C:26]=1[Si:27]([CH3:30])([CH3:29])[CH3:28]. (2) Given the reactants [CH3:1][N:2]1[C:10]2[C:5](=[CH:6][CH:7]=[CH:8][CH:9]=2)[C:4]([C:11]2[N:16]=[C:15]3[C:17]([C:20](O)=[O:21])=[CH:18][NH:19][C:14]3=[N:13][CH:12]=2)=[N:3]1.[C:23]([NH2:27])([CH3:26])([CH3:25])[CH3:24].CN(C(ON1N=NC2C=CC=NC1=2)=[N+](C)C)C.F[P-](F)(F)(F)(F)F, predict the reaction product. The product is: [C:23]([NH:27][C:20]([C:17]1[C:15]2[C:14](=[N:13][CH:12]=[C:11]([C:4]3[C:5]4[C:10](=[CH:9][CH:8]=[CH:7][CH:6]=4)[N:2]([CH3:1])[N:3]=3)[N:16]=2)[NH:19][CH:18]=1)=[O:21])([CH3:26])([CH3:25])[CH3:24]. (3) Given the reactants [C:1]([C:3]1[CH:8]=[CH:7][C:6]([C:9]([C:17]2[N:18]([C:22]#[C:23][CH:24]3[CH2:26][CH2:25]3)[CH:19]=[N:20][CH:21]=2)=[N:10]S(CC(C)C)=O)=[CH:5][C:4]=1[F:27])#[N:2].[ClH:28].[CH3:29]O, predict the reaction product. The product is: [ClH:28].[ClH:28].[NH2:10][C:9]([C:6]1[CH:7]=[CH:8][C:3]([C:1]#[N:2])=[C:4]([F:27])[CH:5]=1)([C:17]1[N:18]([C:22]#[C:23][CH:24]2[CH2:25][CH2:26]2)[CH:19]=[N:20][CH:21]=1)[CH3:29].